From a dataset of Forward reaction prediction with 1.9M reactions from USPTO patents (1976-2016). Predict the product of the given reaction. Given the reactants Br[C:2]1[CH:3]=[C:4]([N:8]2[C:16]3[C:11](=[CH:12][CH:13]=[CH:14][CH:15]=3)[C:10]([C:17]([O:19][CH3:20])=[O:18])=[N:9]2)[CH:5]=[CH:6][CH:7]=1.[C:21]([C@:23]1([OH:30])[CH2:27][CH2:26][N:25]([CH3:28])[C:24]1=[O:29])#[CH:22], predict the reaction product. The product is: [OH:30][C@@:23]1([C:21]#[C:22][C:2]2[CH:3]=[C:4]([N:8]3[C:16]4[C:11](=[CH:12][CH:13]=[CH:14][CH:15]=4)[C:10]([C:17]([O:19][CH3:20])=[O:18])=[N:9]3)[CH:5]=[CH:6][CH:7]=2)[CH2:27][CH2:26][N:25]([CH3:28])[C:24]1=[O:29].